This data is from Catalyst prediction with 721,799 reactions and 888 catalyst types from USPTO. The task is: Predict which catalyst facilitates the given reaction. (1) Reactant: Cl[C:2]1[CH:7]=[C:6]([NH:8][C:9]2[CH:18]=[CH:17][C:16]([N:19]3[CH2:24][CH2:23][N:22]([CH2:25][CH2:26][OH:27])[CH2:21][CH2:20]3)=[CH:15][C:10]=2[C:11]([NH:13][CH3:14])=[O:12])[C:5]([Cl:28])=[CH:4][N:3]=1.[CH2:29]([N:31]1[C:35]([NH2:36])=[CH:34][CH:33]=[N:32]1)C.[C:37](=O)([O-])[O-].[Cs+].[Cs+]. Product: [Cl:28][C:5]1[C:6]([NH:8][C:9]2[CH:18]=[CH:17][C:16]([N:19]3[CH2:24][CH2:23][N:22]([CH2:25][CH2:26][OH:27])[CH2:21][CH2:20]3)=[CH:15][C:10]=2[C:11]([NH:13][CH3:14])=[O:12])=[CH:7][C:2]([NH:36][C:35]2[N:31]([CH3:29])[N:32]=[C:33]([CH3:37])[CH:34]=2)=[N:3][CH:4]=1. The catalyst class is: 12. (2) Reactant: [S:1](Cl)(Cl)=[O:2].N1C=CC=CC=1.[C:11]([O:15][C:16](=[O:29])[NH:17][C:18]([C:22]1[CH:27]=[CH:26][CH:25]=[C:24]([Br:28])[N:23]=1)([CH3:21])[CH2:19][OH:20])([CH3:14])([CH3:13])[CH3:12].Cl. Product: [C:11]([O:15][C:16]([N:17]1[C:18]([C:22]2[CH:27]=[CH:26][CH:25]=[C:24]([Br:28])[N:23]=2)([CH3:21])[CH2:19][O:20][S:1]1=[O:2])=[O:29])([CH3:12])([CH3:13])[CH3:14]. The catalyst class is: 2.